Dataset: Forward reaction prediction with 1.9M reactions from USPTO patents (1976-2016). Task: Predict the product of the given reaction. (1) Given the reactants [NH2:1][C:2]1[C:7](Br)=[CH:6][C:5]([CH3:9])=[CH:4][N:3]=1.CN1CCCC1=O.CCO[C:20]([S-:22])=[S:21].[K+], predict the reaction product. The product is: [CH3:9][C:5]1[CH:6]=[C:7]2[S:21][C:20]([SH:22])=[N:1][C:2]2=[N:3][CH:4]=1. (2) Given the reactants Cl.[Br:2][C:3]1[CH:4]=[C:5]([CH2:10][CH2:11][C:12](=[NH:14])[NH2:13])[CH:6]=[CH:7][C:8]=1[F:9].C(=O)([O-])[O-].[K+].[K+].[CH:21]([CH:23]([CH2:29][C:30]1[CH:31]=[N:32][CH:33]=[N:34][CH:35]=1)[C:24](OCC)=O)=[O:22], predict the reaction product. The product is: [Br:2][C:3]1[CH:4]=[C:5]([CH:6]=[CH:7][C:8]=1[F:9])[CH2:10][CH2:11][C:12]1[NH:13][CH:24]=[C:23]([CH2:29][C:30]2[CH:35]=[N:34][CH:33]=[N:32][CH:31]=2)[C:21](=[O:22])[N:14]=1. (3) Given the reactants [F:1][C:2]1[CH:3]=[C:4]([S:9](Cl)(=[O:11])=[O:10])[CH:5]=[CH:6][C:7]=1[F:8].[CH3:13][NH:14][CH3:15].C(OCC)C, predict the reaction product. The product is: [F:1][C:2]1[CH:3]=[C:4]([S:9]([N:14]([CH3:15])[CH3:13])(=[O:11])=[O:10])[CH:5]=[CH:6][C:7]=1[F:8]. (4) Given the reactants [N+:1]([O-:4])(O)=[O:2].C[C:6]1[S:7][C:8]2[CH:14]=[CH:13][CH:12]=[CH:11][C:9]=2[N:10]=1, predict the reaction product. The product is: [N+:1]([C:13]1[CH:12]=[CH:11][C:9]2[N:10]=[CH:6][S:7][C:8]=2[CH:14]=1)([O-:4])=[O:2]. (5) Given the reactants C([O:4][C:5]1[CH:10]=[C:9]([CH:11]([CH3:13])[CH3:12])[C:8]([O:14][CH2:15][CH2:16][N:17]([CH3:19])[CH3:18])=[CH:7][C:6]=1[CH3:20])(=O)C.[OH-].[Na+], predict the reaction product. The product is: [CH3:19][N:17]([CH3:18])[CH2:16][CH2:15][O:14][C:8]1[C:9]([CH:11]([CH3:13])[CH3:12])=[CH:10][C:5]([OH:4])=[C:6]([CH3:20])[CH:7]=1. (6) Given the reactants [P:1]([O:5]P(O)(O)=O)([OH:4])([OH:3])=[O:2].[C@@H:10]1([N:19]2[C:28]3[N:27]=[CH:26][N:25]=[C:23]([OH:24])[C:22]=3[N:21]=[CH:20]2)[O:18][C@H:15]([CH2:16]O)[C@@H:13]([OH:14])[C@H:11]1[OH:12], predict the reaction product. The product is: [C@@H:10]1([N:19]2[C:28]3[N:27]=[CH:26][N:25]=[C:23]([OH:24])[C:22]=3[N:21]=[CH:20]2)[O:18][C@H:15]([CH2:16][O:5][P:1]([OH:3])([OH:4])=[O:2])[C@@H:13]([OH:14])[C@H:11]1[OH:12].